This data is from Retrosynthesis with 50K atom-mapped reactions and 10 reaction types from USPTO. The task is: Predict the reactants needed to synthesize the given product. (1) Given the product O=C(Nc1ccc(F)cc1)N1CCN(c2nc(-c3ccccc3)ns2)CC1, predict the reactants needed to synthesize it. The reactants are: O=C=Nc1ccc(F)cc1.c1ccc(-c2nsc(N3CCNCC3)n2)cc1. (2) Given the product COc1cccc(-c2ccc3ncc([N+](=O)[O-])c(Cc4ccc(C(C)(C)C#N)cc4)c3c2)n1, predict the reactants needed to synthesize it. The reactants are: CC(C)(C#N)c1ccc(Cc2c([N+](=O)[O-])cnc3ccc(B4OC(C)(C)C(C)(C)O4)cc23)cc1.COc1cccc(Br)n1. (3) Given the product CN1[C@@H]2CC=C[C@@]1(OC(=O)NC(c1ccccc1)c1ccccc1)CC2, predict the reactants needed to synthesize it. The reactants are: CN1[C@@H]2CC=C[C@@]1(O)CC2.O=C=NC(c1ccccc1)c1ccccc1. (4) Given the product COC(=O)c1cnc(N2CCc3[nH]c4ccc(N)cc4c3C2)nc1, predict the reactants needed to synthesize it. The reactants are: COC(=O)c1cnc(N2CCc3[nH]c4ccc([N+](=O)[O-])cc4c3C2)nc1. (5) Given the product Oc1ccc2c(c1)OC=C(CN1CCN(C(c3ccc(F)cc3)c3ccc(F)cc3)CC1)O2, predict the reactants needed to synthesize it. The reactants are: O=C(C1=COc2cc(O)ccc2O1)N1CCN(C(c2ccc(F)cc2)c2ccc(F)cc2)CC1. (6) Given the product CCn1nc(C)cc1CCCNC(=O)CCc1ccc(C)c(C)c1, predict the reactants needed to synthesize it. The reactants are: CCn1nc(C)cc1CCCN.Cc1ccc(CCC(=O)O)cc1C.